Predict the reactants needed to synthesize the given product. From a dataset of Full USPTO retrosynthesis dataset with 1.9M reactions from patents (1976-2016). (1) Given the product [F:19][C:16]1[CH:17]=[CH:18][C:13]([C:9]2[C:8]([C:6]3[CH:5]=[CH:4][N:3]=[C:2]([NH:10][CH2:9][C:13]4[CH:18]=[CH:17][CH:16]=[CH:15][CH:14]=4)[N:7]=3)=[CH:12][NH:11][N:10]=2)=[CH:14][CH:15]=1, predict the reactants needed to synthesize it. The reactants are: Cl[C:2]1[N:7]=[C:6]([C:8]2[C:9]([C:13]3[CH:18]=[CH:17][C:16]([F:19])=[CH:15][CH:14]=3)=[N:10][NH:11][CH:12]=2)[CH:5]=[CH:4][N:3]=1. (2) Given the product [C:1]1([NH:7][NH:8][C:9]([CH:11]2[C:15]([CH3:17])([CH3:16])[S:14][C:13]([C:18]3[S:19][C:20]4[CH:21]=[C:23]([OH:31])[CH:24]=[CH:25][C:26]=4[N:22]=3)=[N:12]2)=[O:10])[CH:2]=[CH:3][CH:4]=[CH:5][CH:6]=1, predict the reactants needed to synthesize it. The reactants are: [C:1]1([NH:7][NH:8][C:9]([CH:11]2[C:15]([CH3:17])([CH3:16])[S:14][C:13]([C:18]3[S:19][C:20]4[CH:26]=[C:25](C(C)(C)C)[CH:24]=[C:23]([O:31][SiH](C)C)[C:21]=4[N:22]=3)=[N:12]2)=[O:10])[CH:6]=[CH:5][CH:4]=[CH:3][CH:2]=1.ClCCl. (3) The reactants are: [Cl:1][C:2]1[CH:7]=[CH:6][N:5]=[C:4]([NH2:8])[CH:3]=1.[C:9](O[C:9]([O:11][C:12]([CH3:15])([CH3:14])[CH3:13])=[O:10])([O:11][C:12]([CH3:15])([CH3:14])[CH3:13])=[O:10]. Given the product [Cl:1][C:2]1[CH:7]=[CH:6][N:5]=[C:4]([NH:8][C:9](=[O:10])[O:11][C:12]([CH3:15])([CH3:14])[CH3:13])[CH:3]=1, predict the reactants needed to synthesize it. (4) Given the product [Cl:24][C:21]1[CH:22]=[CH:23][C:18]([C:3]2[C:2]([O:32][CH2:31][C:30]3[CH:33]=[CH:34][C:27]([O:26][CH3:25])=[CH:28][CH:29]=3)=[N:7][N:6]3[CH:8]=[N:9][N:10]=[C:5]3[C:4]=2[C:11]2[CH:16]=[CH:15][C:14]([Cl:17])=[CH:13][CH:12]=2)=[CH:19][CH:20]=1, predict the reactants needed to synthesize it. The reactants are: Cl[C:2]1[C:3]([C:18]2[CH:23]=[CH:22][C:21]([Cl:24])=[CH:20][CH:19]=2)=[C:4]([C:11]2[CH:16]=[CH:15][C:14]([Cl:17])=[CH:13][CH:12]=2)[C:5]2[N:6]([CH:8]=[N:9][N:10]=2)[N:7]=1.[CH3:25][O:26][C:27]1[CH:34]=[CH:33][C:30]([CH2:31][OH:32])=[CH:29][CH:28]=1.C(N=P1(N(CC)CC)N(C)CCCN1C)(C)(C)C. (5) Given the product [NH2:8][C:9]1[N:14]=[CH:13][C:12]([C:15]2[CH:16]=[CH:17][C:18]([OH:21])=[CH:19][CH:20]=2)=[C:11]([CH2:22][CH3:23])[C:10]=1[Br:24], predict the reactants needed to synthesize it. The reactants are: C(OC([N:8](C(OC(C)(C)C)=O)[C:9]1[N:14]=[CH:13][C:12]([C:15]2[CH:20]=[CH:19][C:18]([OH:21])=[CH:17][CH:16]=2)=[C:11]([CH2:22][CH3:23])[C:10]=1[Br:24])=O)(C)(C)C.Cl.CCOC(C)=O. (6) Given the product [N:7]1([C:12]2[N:16]([CH2:17][C:18]3[CH:19]=[CH:20][C:1]([C:2]([Cl:4])=[O:3])=[CH:25][CH:26]=3)[C:15]3[CH:27]=[CH:28][CH:29]=[CH:30][C:14]=3[N:13]=2)[CH2:11][CH2:10][CH2:9][CH2:8]1, predict the reactants needed to synthesize it. The reactants are: [C:1](Cl)(=O)[C:2]([Cl:4])=[O:3].[N:7]1([C:12]2[N:16]([CH2:17][C:18]3[CH:26]=[CH:25]C(C(O)=O)=[CH:20][CH:19]=3)[C:15]3[CH:27]=[CH:28][CH:29]=[CH:30][C:14]=3[N:13]=2)[CH2:11][CH2:10][CH2:9][CH2:8]1. (7) Given the product [OH:24][C:25]1[C:30](=[O:31])[NH:29][N:28]=[C:27]([CH2:39][CH2:40][C:41]2[CH:48]=[CH:47][C:44]([C:45]#[N:46])=[CH:43][CH:42]=2)[CH:26]=1, predict the reactants needed to synthesize it. The reactants are: OC1C(=O)NN=C(CCC2C=CC=CC=2)C=1.C([O:24][C:25]1[CH:26]=[C:27]([C:39]#[C:40][C:41]2[CH:48]=[CH:47][C:44]([C:45]#[N:46])=[CH:43][CH:42]=2)[N:28]=[N:29][C:30]=1[O:31]CC1C=CC=CC=1)C1C=CC=CC=1.O1CCCC1. (8) Given the product [C:1]1([C@@H:7]([N:8]2[CH2:15][CH:14]=[CH:13][CH2:12]2)[CH2:9][OH:10])[CH:6]=[CH:5][CH:4]=[CH:3][CH:2]=1, predict the reactants needed to synthesize it. The reactants are: [C:1]1([C@H:7]([CH2:9][OH:10])[NH2:8])[CH:6]=[CH:5][CH:4]=[CH:3][CH:2]=1.Cl[CH2:12]/[CH:13]=[CH:14]\[CH2:15]Cl. (9) Given the product [ClH:30].[CH3:1][N:2]([CH3:3])[CH2:4][C@@H:5]1[CH2:14][C:13]2[C:8](=[CH:9][CH:10]=[CH:11][CH:12]=2)[CH2:7][NH:6]1, predict the reactants needed to synthesize it. The reactants are: [CH3:1][N:2]([CH2:4][C@@H:5]1[CH2:14][C:13]2[C:8](=[CH:9][CH:10]=[CH:11][CH:12]=2)[CH2:7][N:6]1C(OC(C)(C)C)=O)[CH3:3].C(O)(C(F)(F)F)=O.C(Cl)[Cl:30].